Dataset: Catalyst prediction with 721,799 reactions and 888 catalyst types from USPTO. Task: Predict which catalyst facilitates the given reaction. (1) Reactant: Cl[C:2]1[C:7]([N+:8]([O-:10])=[O:9])=[C:6]([NH:11][CH2:12][C:13]2[C:18]([CH3:19])=[CH:17][CH:16]=[CH:15][C:14]=2[CH2:20][CH3:21])[CH:5]=[C:4]([Cl:22])[N:3]=1.[CH2:23]([Sn](CCCC)(CCCC)C#CC)[CH2:24][CH2:25]C. Product: [Cl:22][C:4]1[N:3]=[C:2]([C:23]#[C:24][CH3:25])[C:7]([N+:8]([O-:10])=[O:9])=[C:6]([NH:11][CH2:12][C:13]2[C:18]([CH3:19])=[CH:17][CH:16]=[CH:15][C:14]=2[CH2:20][CH3:21])[CH:5]=1. The catalyst class is: 184. (2) Reactant: O[CH:2]=[C:3]1[C:8](=[O:9])[CH:7]=[CH:6][C:5]([CH3:16])([C:10]#[C:11][Si:12]([CH3:15])([CH3:14])[CH3:13])[CH2:4]1.Cl.[NH2:18]O. Product: [CH3:16][C:5]1([C:10]#[C:11][Si:12]([CH3:15])([CH3:14])[CH3:13])[CH2:4][C:3]2[CH:2]=[N:18][O:9][C:8]=2[CH:7]=[CH:6]1. The catalyst class is: 40.